Dataset: Full USPTO retrosynthesis dataset with 1.9M reactions from patents (1976-2016). Task: Predict the reactants needed to synthesize the given product. The reactants are: [S:1]1[C:5]2[C:6](B(O)O)=[CH:7][CH:8]=[CH:9][C:4]=2[CH:3]=[CH:2]1.[C:13]([O:17][C:18]([N:20]1[CH2:25][CH2:24][CH:23]([N:26]2[CH:30]=[C:29]([C:31]3[CH:36]=[N:35][C:34]([NH2:37])=[C:33]4[O:38][C:39](Cl)=[CH:40][C:32]=34)[CH:28]=[N:27]2)[CH2:22][CH2:21]1)=[O:19])([CH3:16])([CH3:15])[CH3:14].C([O-])([O-])=O.[K+].[K+]. Given the product [NH2:37][C:34]1[N:35]=[CH:36][C:31]([C:29]2[CH:28]=[N:27][N:26]([CH:23]3[CH2:24][CH2:25][N:20]([C:18]([O:17][C:13]([CH3:16])([CH3:15])[CH3:14])=[O:19])[CH2:21][CH2:22]3)[CH:30]=2)=[C:32]2[CH:40]=[C:39]([C:6]3[C:5]4[S:1][CH:2]=[CH:3][C:4]=4[CH:9]=[CH:8][CH:7]=3)[O:38][C:33]=12, predict the reactants needed to synthesize it.